This data is from Experimentally validated miRNA-target interactions with 360,000+ pairs, plus equal number of negative samples. The task is: Binary Classification. Given a miRNA mature sequence and a target amino acid sequence, predict their likelihood of interaction. (1) The miRNA is hsa-miR-484 with sequence UCAGGCUCAGUCCCCUCCCGAU. The protein sequence of the target gene is MGPPGPALPATMNNSSSETRGHPHSASSPSERVFPMPLPRKAPLNIPGTPVLEDFPQNDDEKERLQRRRSRVFDLQFSTDSPRLLASPSSRSIDISATIPKFTNTQITEHYSTCIKLSTENKITTKNAFGLHLIDFMSEILKQKDTEPTNFKVAAGTLDASTKIYAVRVDAVHADVYRVLGGLGKDAPSLEEVEGHVADGSATEMGTTKKAVKPKKKHLHRTIEQNINNLNVSEADRKCEIDPMFQKTAASFDECSTAGVFLSTLHCQDYRSELLFPSDVQTLSTGEPLELPELGCVEMT.... Result: 1 (interaction). (2) The miRNA is hsa-miR-584-3p with sequence UCAGUUCCAGGCCAACCAGGCU. The protein sequence of the target gene is MMKFRFRRQGADPQREKLKQELFAFNKTVEHGFPNQPSALAFDPELRIMAIGTRSGAVKIYGAPGVEFTGLHRDAATVTQMHFLTGQGRLLSLLDDSSLHLWEIVHHNGCAHLEEALSFQLPSRPGFDGASAPLSLTRVTVVLLVAASDIAALGTEGSSVFFLDVTTLTLLEGQTLAPGEVLRSVPDDYRCGKALGPVESLQGHLRDPTKILIGYSRGLLVIWNQASQCVDHIFLGNQQLESLCWGRDSSTVVSSHSDGSYAVWSVDAGSFPTLQPTVATTPYGPFPCKAINKILWRNCE.... Result: 0 (no interaction). (3) The miRNA is hsa-miR-4659b-3p with sequence UUUCUUCUUAGACAUGGCAGCU. The protein sequence of the target gene is MASSQGKNELKLADWMATLPESMHSIPLTNLAIPGSHDSFSFYIDEASPVGPEQPETVQNFVSVFGTVAKKLMRKWLATQTMNFTGQLGAGIRYFDLRISTKPRDPDNELYFAHGLFSAKVNEGLEEINAFLTDHHKEVVFLDFNHFYGMQKYHHEKLVQMLKDIYGNKMCPAIFAQEVSLKYLWEKDYQVLVFYHSPVALEVPFLWPGQMMPAPWANTTDPEKLIQFLQASITERRKKGSFFISQVVLTPKASTVVKGVASGLRETITERALPAMMQWVRTQKPGESGINIVTADFVEL.... Result: 1 (interaction). (4) The miRNA is hsa-miR-6875-3p with sequence AUUCUUCCUGCCCUGGCUCCAU. The protein sequence of the target gene is MPLPGGLWWLLCCRRGFTLLHRDYGDGELSGDGDEDEDEETFELRTPSPAGGGRGPLEVTLTQPVRSGPVSNRLQSWEETWSLIPEKGLPEDDPDIVVKGWLYREPRGGGARPWLPPRRAWFVLTRDSLDQFSSSGKGARRLGSLVLTSLCSVTGPERRRKETGLWSVTVSGRKHSVRLCSPRQAEAERWGVALREVIASKAPLETPTQLLLRDIQESCGDPEAVALIYLRNPILRHTSGALYAPLLPLPYGVSAPGPGYAPLREEAVRLFLALQALEGARRPGPLMQGVLQTCRDLPAL.... Result: 0 (no interaction). (5) The miRNA is hsa-miR-1301-5p with sequence CGCUCUAGGCACCGCAGCA. The protein sequence of the target gene is MADRDATLWASHEKMLSQPLKDSDAEVYSIIKKESNRQRVGLELIASENFASRAVLEALGSCLNNKYSEGYPGQRYYGGTEFIDELEMLCQKRALQAYHLDPQCWGVNVQPYSGSPANFAVYTALVEPHGRIMGLDLPDGGHLTHGFMTDKKKISATSIFFESMPYKVYPETGYINYDQLEENASLFHPKLIIAGTSCYSRNLDYARLRKIADDNGAYLMADMAHISGLVAAGVVPSPFEHCHVVTTTTHKTLRGCRAGMIFYRKGVRSVDPKTGKETYYELESLINSAVFPGLQGGPHN.... Result: 0 (no interaction). (6) Result: 0 (no interaction). The protein sequence of the target gene is MHGHRAPGGAGPSEPEHPATNPPGAAPPACADSDPGASEPGLLARRGSGSALGGPLDPQFVGPSDTSLGAAPGHRVLPCGPSPQHHRALRFSYHLEGSQPRPGLHQGNRILVKSLSLDPGQSLEPHPEGPQRLRSDPGPPTETPSQRPSPLKRAPGPKPQVPPKPSYLQMPRMPPPLEPIPPPPSRPLPADPRVAKGLAPRAEASPSSAAVSSLIEKFEREPVIVASDRPVPGPSPGPPEPVMLPQPTSQPPVPQLPEGEASRCLFLLAPGPRDGEKVPNRDSGIDSISSPSNSEETCFV.... The miRNA is hsa-miR-4662a-3p with sequence AAAGAUAGACAAUUGGCUAAAU. (7) The miRNA is hsa-miR-7106-5p with sequence UGGGAGGAGGGGAUCUUGGG. The protein sequence of the target gene is MPVFHTRTIESILEPVAQQISHLVIMHEEGEVDGKAIPDLTAPVAAVQAAVSNLVRVGKETVQTTEDQILKRDMPPAFIKVENACTKLVQAAQMLQSDPYSVPARDYLIDGSRGILSGTSDLLLTFDEAEVRKIIRVCKGILEYLTVAEVVETMEDLVTYTKNLGPGMTKMAKMIDERQQELTHQEHRVMLVNSMNTVKELLPVLISAMKIFVTTKNSKNQGIEEALKNRNFTVEKMSAEINEIIRVLQLTSWDEDAWASKDTEAMKRALASIDSKLNQAKGWLRDPNASPGDAGEQAIR.... Result: 0 (no interaction). (8) The miRNA is mmu-miR-693-5p with sequence CAGCCACAUCCGAAAGUUUUC. The protein sequence of the target gene is MSTAAVPELKQISRVEAMRLGPGWSHSCHAMLYAANPGQLFGRIPMRFSVLMQMRFDGLLGFPGGFVDRRFWSLEDGLNRVLGLGLGCLRLTEADYLSSHLTEGPHRVVAHLYARQLTLEQLHAVEISAVHSRDHGLEVLGLVRVPLYTQKDRVGGFPNFLSNAFVSTAKCQLLFALKVLNMMPEEKLVEALAAATEKQKKALEKLLPASS. Result: 0 (no interaction).